From a dataset of Forward reaction prediction with 1.9M reactions from USPTO patents (1976-2016). Predict the product of the given reaction. (1) Given the reactants [N+:1]([C:4]1[CH:9]=[CH:8][C:7]([C:10]2[N:15]=[C:14]3[N:16]([CH2:19][C:20]([F:23])([F:22])[F:21])[N:17]=[CH:18][C:13]3=[C:12]([N:24]3[CH2:29][CH:28]4[CH2:30][CH2:31][CH:25]3[CH2:26][O:27]4)[N:11]=2)=[CH:6][CH:5]=1)([O-])=O.C12OC(CC1)CN(C1N=C(C3C=CC(N)=CC=3)N=C3N(CC(F)(F)F)N=CC=13)C2.Cl.C12OC(CC1)CNC2, predict the reaction product. The product is: [CH:28]12[CH2:30][CH2:31][CH:25]([N:24]([C:12]3[N:11]=[C:10]([C:7]4[CH:6]=[CH:5][C:4]([NH2:1])=[CH:9][CH:8]=4)[N:15]=[C:14]4[N:16]([CH2:19][C:20]([F:22])([F:23])[F:21])[N:17]=[CH:18][C:13]=34)[CH2:29]1)[CH2:26][O:27]2. (2) Given the reactants [CH:1]1([CH2:6][CH:7]([C:11]2[CH:16]=[CH:15][C:14]([C:17]#[CH:18])=[CH:13][CH:12]=2)[C:8]([OH:10])=O)[CH2:5][CH2:4][CH2:3][CH2:2]1.F[P-](F)(F)(F)(F)F.N1(O[P+](N(C)C)(N(C)C)N(C)C)C2C=CC=CC=2N=N1.C(N(CC)CC)C.[NH2:53][C:54]1[S:55][CH:56]=[CH:57][N:58]=1, predict the reaction product. The product is: [CH:1]1([CH2:6][CH:7]([C:11]2[CH:16]=[CH:15][C:14]([C:17]#[CH:18])=[CH:13][CH:12]=2)[C:8]([NH:53][C:54]2[S:55][CH:56]=[CH:57][N:58]=2)=[O:10])[CH2:2][CH2:3][CH2:4][CH2:5]1. (3) The product is: [C:1]([O:5][C:6](=[O:22])[NH:7][C@H:8]1[CH2:13][C@@H:12]([C:14]2[CH:19]=[CH:18][CH:17]=[CH:16][CH:15]=2)[C@@H:11]([CH3:20])[NH:10][C:9]1=[N:24][CH2:25][CH:26]([OH:32])[CH2:27][C:28]([F:31])([F:30])[F:29])([CH3:4])([CH3:3])[CH3:2]. Given the reactants [C:1]([O:5][C:6](=[O:22])[NH:7][C@H:8]1[CH2:13][C@@H:12]([C:14]2[CH:19]=[CH:18][CH:17]=[CH:16][CH:15]=2)[C@@H:11]([CH3:20])[NH:10][C:9]1=S)([CH3:4])([CH3:3])[CH3:2].Cl.[NH2:24][CH2:25][CH:26]([OH:32])[CH2:27][C:28]([F:31])([F:30])[F:29].C(N(CC)CC)C, predict the reaction product.